Dataset: Full USPTO retrosynthesis dataset with 1.9M reactions from patents (1976-2016). Task: Predict the reactants needed to synthesize the given product. (1) Given the product [CH3:1][O:2][C:3]([C:5]1[S:6][C:7]([C:14]2[CH:15]=[CH:16][CH:17]=[CH:18][CH:19]=2)=[CH:8][C:9]=1[N:10]([C:30]([CH:24]1[CH2:25][CH2:26][CH:27]([CH3:29])[CH2:28][CH:23]1[N:20]=[N+:21]=[N-:22])=[O:31])[CH:11]([CH3:13])[CH3:12])=[O:4], predict the reactants needed to synthesize it. The reactants are: [CH3:1][O:2][C:3]([C:5]1[S:6][C:7]([C:14]2[CH:19]=[CH:18][CH:17]=[CH:16][CH:15]=2)=[CH:8][C:9]=1[NH:10][CH:11]([CH3:13])[CH3:12])=[O:4].[N:20]([CH:23]1[CH2:28][CH:27]([CH3:29])[CH2:26][CH2:25][CH:24]1[C:30](Cl)=[O:31])=[N+:21]=[N-:22].CC1CCC(C(Cl)=O)=CC1.C([O-])(O)=O.[Na+]. (2) The reactants are: [CH2:1]([N:3]1[C:12]2[C:7](=[CH:8][C:9]([N+:13]([O-:15])=[O:14])=[CH:10][CH:11]=2)[C:6](=[O:16])[NH:5][C:4]1=[O:17])[CH3:2].[H-].[Na+].Br[CH2:21][C:22]#N.O.C[N:26](C=O)C. Given the product [CH2:21]([N:5]1[C:6](=[O:16])[C:7]2[C:12](=[CH:11][CH:10]=[C:9]([N+:13]([O-:15])=[O:14])[CH:8]=2)[N:3]([CH2:1][C:2]#[N:26])[C:4]1=[O:17])[CH3:22], predict the reactants needed to synthesize it. (3) Given the product [C:1]([C:5]1[CH:25]=[C:24]([F:26])[CH:23]=[CH:22][C:6]=1[O:7][CH2:8][CH:9]1[CH2:13][CH2:12][N:11]([C:14](=[O:21])[CH2:15][C:16]([OH:18])=[O:17])[CH2:10]1)([CH3:4])([CH3:2])[CH3:3], predict the reactants needed to synthesize it. The reactants are: [C:1]([C:5]1[CH:25]=[C:24]([F:26])[CH:23]=[CH:22][C:6]=1[O:7][CH2:8][CH:9]1[CH2:13][CH2:12][N:11]([C:14](=[O:21])[CH2:15][C:16]([O:18]CC)=[O:17])[CH2:10]1)([CH3:4])([CH3:3])[CH3:2].[OH-].[Li+].Cl. (4) Given the product [CH3:8][O:9][C:10]1[CH:19]=[CH:18][C:17]([CH2:20][N:1]2[CH:5]=[CH:4][N:3]=[N:2]2)=[CH:16][C:11]=1[C:12]([O:14][CH3:15])=[O:13], predict the reactants needed to synthesize it. The reactants are: [NH:1]1[CH:5]=[CH:4][N:3]=[N:2]1.[H-].[Na+].[CH3:8][O:9][C:10]1[CH:19]=[CH:18][C:17]([CH2:20]Cl)=[CH:16][C:11]=1[C:12]([O:14][CH3:15])=[O:13].ClCCl.CO. (5) Given the product [O:1]1[CH2:13][CH2:14][O:15][C:2]1([CH2:3][C:4]([O:6][CH3:7])=[O:5])[CH2:8][C:9]([O:11][CH3:12])=[O:10].[CH3:8][C:2]([CH2:3][C:4]([OH:6])=[O:5])=[O:1], predict the reactants needed to synthesize it. The reactants are: [O:1]=[C:2]([CH2:8][C:9]([O:11][CH3:12])=[O:10])[CH2:3][C:4]([O:6][CH3:7])=[O:5].[CH2:13](O)[CH2:14][OH:15]. (6) Given the product [Cl:48][C:49]1[N:50]=[CH:51][C:52]([CH2:55][NH:56][C:21]([C:10]2[CH:11]=[C:12]([C:14]3[CH:19]=[CH:18][C:17]([CH3:20])=[CH:16][CH:15]=3)[CH:13]=[C:8]([C:6]([N:5]([CH2:1][CH:2]([CH3:4])[CH3:3])[CH3:24])=[O:7])[CH:9]=2)=[O:22])=[CH:53][CH:54]=1, predict the reactants needed to synthesize it. The reactants are: [CH2:1]([N:5]([CH3:24])[C:6]([C:8]1[CH:9]=[C:10]([C:21](O)=[O:22])[CH:11]=[C:12]([C:14]2[CH:19]=[CH:18][C:17]([CH3:20])=[CH:16][CH:15]=2)[CH:13]=1)=[O:7])[CH:2]([CH3:4])[CH3:3].CCN=C=NCCCN(C)C.Cl.O.ON1C2C=CC=CC=2N=N1.[Cl:48][C:49]1[CH:54]=[CH:53][C:52]([CH2:55][NH2:56])=[CH:51][N:50]=1.C(N(CC)C(C)C)(C)C. (7) The reactants are: [CH2:1]([O:3][C:4](=[O:30])[CH:5]([NH:19]C(OCC1C=CC=CC=1)=O)[CH2:6][CH2:7][C:8](=[O:18])[NH:9][CH:10]([C:13]([O:15][CH2:16][CH3:17])=[O:14])[CH2:11][OH:12])[CH3:2]. Given the product [CH2:1]([O:3][C:4](=[O:30])[CH:5]([NH2:19])[CH2:6][CH2:7][C:8](=[O:18])[NH:9][CH:10]([C:13]([O:15][CH2:16][CH3:17])=[O:14])[CH2:11][OH:12])[CH3:2], predict the reactants needed to synthesize it. (8) Given the product [N:1]([CH2:6][C:7]1[CH:8]=[C:9]([C:18]([O:20][CH2:21][CH3:22])=[O:19])[N:10]([C:12]2[CH:17]=[CH:16][CH:15]=[CH:14][CH:13]=2)[N:11]=1)=[N+:2]=[N-:3], predict the reactants needed to synthesize it. The reactants are: [N-:1]=[N+:2]=[N-:3].[Na+].Br[CH2:6][C:7]1[CH:8]=[C:9]([C:18]([O:20][CH2:21][CH3:22])=[O:19])[N:10]([C:12]2[CH:17]=[CH:16][CH:15]=[CH:14][CH:13]=2)[N:11]=1.O.